Dataset: Peptide-MHC class I binding affinity with 185,985 pairs from IEDB/IMGT. Task: Regression. Given a peptide amino acid sequence and an MHC pseudo amino acid sequence, predict their binding affinity value. This is MHC class I binding data. The peptide sequence is PQFSLWRR. The MHC is Mamu-B03 with pseudo-sequence Mamu-B03. The binding affinity (normalized) is 0.0590.